Predict the product of the given reaction. From a dataset of Forward reaction prediction with 1.9M reactions from USPTO patents (1976-2016). (1) Given the reactants Br[C:2]1[CH:11]=[C:10]2[C:5]([CH:6]=[C:7]([CH3:30])[C:8]([CH:19]([O:25][C:26]([CH3:29])([CH3:28])[CH3:27])[C:20]([O:22]CC)=[O:21])=[C:9]2[C:12]2[CH:17]=[CH:16][C:15]([Cl:18])=[CH:14][CH:13]=2)=[CH:4][CH:3]=1.[C:31]([C:33]1([OH:39])[CH2:38][CH2:37][O:36][CH2:35][CH2:34]1)#[CH:32], predict the reaction product. The product is: [C:26]([O:25][CH:19]([C:8]1[C:7]([CH3:30])=[CH:6][C:5]2[C:10](=[CH:11][C:2]([C:32]#[C:31][C:33]3([OH:39])[CH2:38][CH2:37][O:36][CH2:35][CH2:34]3)=[CH:3][CH:4]=2)[C:9]=1[C:12]1[CH:17]=[CH:16][C:15]([Cl:18])=[CH:14][CH:13]=1)[C:20]([OH:22])=[O:21])([CH3:28])([CH3:27])[CH3:29]. (2) Given the reactants Br[C:2]1[CH:7]=[CH:6][C:5]([CH2:8][CH2:9][CH2:10][C:11]([NH:13][C:14]2[CH:19]=[CH:18][C:17]([S:20]([CH2:23][CH3:24])(=[O:22])=[O:21])=[C:16]([C:25]#[N:26])[CH:15]=2)=[O:12])=[CH:4][CH:3]=1.CC1(C)C[O:32][B:31](B2OCC(C)(C)CO2)[O:30]C1.C([O-])(=O)C.[K+].N(CCO)CCO, predict the reaction product. The product is: [C:25]([C:16]1[CH:15]=[C:14]([NH:13][C:11](=[O:12])[CH2:10][CH2:9][CH2:8][C:5]2[CH:6]=[CH:7][C:2]([B:31]([OH:32])[OH:30])=[CH:3][CH:4]=2)[CH:19]=[CH:18][C:17]=1[S:20]([CH2:23][CH3:24])(=[O:22])=[O:21])#[N:26].